Task: Predict the reactants needed to synthesize the given product.. Dataset: Full USPTO retrosynthesis dataset with 1.9M reactions from patents (1976-2016) (1) Given the product [Cl:43][CH2:41][CH:8]1[C:7]2[C:6]3[CH:19]=[CH:20][C:21]([NH:32][C:26]([O:40][C:37]([CH3:39])([CH3:38])[CH3:36])=[O:30])=[CH:22][C:5]=3[C:4]([N+:1]([O-:3])=[O:2])=[CH:12][C:11]=2[N:10]([C:13](=[O:18])[C:14]([F:17])([F:15])[F:16])[CH2:9]1, predict the reactants needed to synthesize it. The reactants are: [N+:1]([C:4]1[C:5]2[CH:22]=[C:21](C(O)=O)[CH:20]=[CH:19][C:6]=2[C:7]2[CH2:8][CH2:9][N:10]([C:13](=[O:18])[C:14]([F:17])([F:16])[F:15])[C:11]=2[CH:12]=1)([O-:3])=[O:2].[C:26](Cl)(=[O:30])C(Cl)=O.[N-:32]=[N+]=[N-].[Na+].[CH3:36][C:37]([OH:40])([CH3:39])[CH3:38].[CH2:41]([Cl:43])Cl. (2) Given the product [CH:27]1([NH:25][C:7]([C:1]2([N:17]([C:20](=[O:24])[C:21]#[CH:22])[C:13]3[CH:14]=[CH:15][CH:16]=[C:11]([C:10]([F:18])([F:19])[F:9])[CH:12]=3)[CH2:6][CH2:5][CH2:4][CH2:3][CH2:2]2)=[O:8])[CH2:32][CH2:31][CH2:30][CH2:29][CH2:28]1, predict the reactants needed to synthesize it. The reactants are: [CH:1]1([CH:7]=[O:8])[CH2:6][CH2:5][CH2:4][CH2:3][CH2:2]1.[F:9][C:10]([F:19])([F:18])[C:11]1[CH:12]=[C:13]([NH2:17])[CH:14]=[CH:15][CH:16]=1.[C:20]([OH:24])(=O)[C:21]#[CH:22].[N+:25]([CH:27]1[CH2:32][CH2:31][CH2:30][CH2:29][CH2:28]1)#[C-]. (3) Given the product [C@@H:1]1([N:10]2[CH:17]=[CH:16][C:14]([NH:15][C:18](=[O:20])[CH3:19])=[N:13][C:11]2=[O:12])[O:7][C@H:6]([CH2:8][OH:9])[C@@H:4]([OH:5])[C@@H:2]1[OH:3], predict the reactants needed to synthesize it. The reactants are: [C@@H:1]1([N:10]2[CH:17]=[CH:16][C:14]([NH2:15])=[N:13][C:11]2=[O:12])[O:7][C@H:6]([CH2:8][OH:9])[C@@H:4]([OH:5])[C@@H:2]1[OH:3].[C:18](OC(=O)C)(=[O:20])[CH3:19].CO.C(Cl)Cl. (4) Given the product [Br:1][C:2]1[CH:3]=[CH:4][CH:5]=[C:6]2[C:11]=1[N:10]=[C:9]([Cl:15])[CH:8]=[N:7]2, predict the reactants needed to synthesize it. The reactants are: [Br:1][C:2]1[CH:3]=[CH:4][CH:5]=[C:6]2[C:11]=1[NH:10][C:9](=O)[CH:8]=[N:7]2.P(Cl)(Cl)([Cl:15])=O.